Predict the reaction yield, written as a fraction of the theoretical maximum amount of product (1.0 means a 100% yield; for example, 0.34 means a 34% yield). From a dataset of Reaction yield outcomes from USPTO patents with 853,638 reactions. (1) The yield is 0.240. The catalyst is C(Cl)Cl.[I-].[Zn+2].[I-]. The product is [NH2:6][CH2:5][C:15]([C:12]1[CH:13]=[CH:14][C:9]([O:8][CH3:7])=[CH:10][CH:11]=1)([OH:17])[CH3:16]. The reactants are C[Si]([C:5]#[N:6])(C)C.[CH3:7][O:8][C:9]1[CH:14]=[CH:13][C:12]([C:15](=[O:17])[CH3:16])=[CH:11][CH:10]=1.C1COCC1.Cl. (2) The catalyst is CN(C)C=O.C(OCC)(=O)C.C(N(CC)CC)C. The yield is 0.810. The product is [CH3:5][O:4][N:3]([CH3:2])[C:23](=[O:25])[CH2:22][CH:19]1[S:18][C:17]([C:14]2[NH:15][C:16]3[C:12]([CH:13]=2)=[CH:11][CH:10]=[CH:9][C:8]=3[N:7]([CH3:6])[S:26]([C:29]2[S:30][CH:31]=[CH:32][CH:33]=2)(=[O:28])=[O:27])=[N:21][CH2:20]1. The reactants are Cl.[CH3:2][NH:3][O:4][CH3:5].[CH3:6][N:7]([S:26]([C:29]1[S:30][CH:31]=[CH:32][CH:33]=1)(=[O:28])=[O:27])[C:8]1[CH:9]=[CH:10][CH:11]=[C:12]2[C:16]=1[NH:15][C:14]([C:17]1[S:18][CH:19]([CH2:22][C:23]([OH:25])=O)[CH2:20][N:21]=1)=[CH:13]2.N1(O)C2C=CC=CC=2N=N1.Cl.CN(C)CCCN=C=NCC.